Task: Regression. Given a peptide amino acid sequence and an MHC pseudo amino acid sequence, predict their binding affinity value. This is MHC class I binding data.. Dataset: Peptide-MHC class I binding affinity with 185,985 pairs from IEDB/IMGT (1) The peptide sequence is VMFIFAYI. The MHC is H-2-Kb with pseudo-sequence H-2-Kb. The binding affinity (normalized) is 1.00. (2) The peptide sequence is FMVFLQTHI. The MHC is HLA-A01:01 with pseudo-sequence HLA-A01:01. The binding affinity (normalized) is 0. (3) The peptide sequence is STDPNNILM. The MHC is Mamu-A01 with pseudo-sequence Mamu-A01. The binding affinity (normalized) is 0.630. (4) The binding affinity (normalized) is 0.387. The MHC is HLA-A11:01 with pseudo-sequence HLA-A11:01. The peptide sequence is ATTAAGPPK. (5) The peptide sequence is STFTFPGIY. The MHC is HLA-A80:01 with pseudo-sequence HLA-A80:01. The binding affinity (normalized) is 0.719. (6) The peptide sequence is SVRDRLARL. The MHC is HLA-B40:01 with pseudo-sequence HLA-B40:01. The binding affinity (normalized) is 0. (7) The peptide sequence is SLVWAPLILAYF. The MHC is HLA-B40:01 with pseudo-sequence HLA-B40:01. The binding affinity (normalized) is 0.